Dataset: Full USPTO retrosynthesis dataset with 1.9M reactions from patents (1976-2016). Task: Predict the reactants needed to synthesize the given product. (1) The reactants are: [CH3:1][O:2][CH2:3][C@@H:4]1[CH2:8][NH:7][C@H:6]([C:9]2[NH:13][C:12]3[C:14]4[C:19]([CH:20]=[CH:21][C:11]=3[N:10]=2)=[CH:18][C:17]2[C:22]3[C:27]([CH2:28][O:29][C:16]=2[CH:15]=4)=[CH:26][C:25]([C:30]2[NH:34][C:33]([C@@H:35]4[CH2:39][C@H:38]([CH3:40])[CH2:37][N:36]4[C:41](=[O:51])[C@@H:42]([NH:46][C:47](=[O:50])[O:48][CH3:49])[CH:43]([CH3:45])[CH3:44])=[N:32][CH:31]=2)=[CH:24][CH:23]=3)[CH2:5]1.[CH3:52][O:53][C:54]([NH:56][CH:57]([CH:61]([CH3:63])[CH3:62])[C:58](O)=[O:59])=[O:55].CN(C(ON1N=NC2C=CC=NC1=2)=[N+](C)C)C.F[P-](F)(F)(F)(F)F.C(N(C(C)C)CC)(C)C. Given the product [CH3:52][O:53][C:54]([NH:56][C@@H:57]([CH:61]([CH3:63])[CH3:62])[C:58]([N:7]1[CH2:8][C@@H:4]([CH2:3][O:2][CH3:1])[CH2:5][C@H:6]1[C:9]1[NH:13][C:12]2[C:14]3[C:19]([CH:20]=[CH:21][C:11]=2[N:10]=1)=[CH:18][C:17]1[C:22]2[C:27]([CH2:28][O:29][C:16]=1[CH:15]=3)=[CH:26][C:25]([C:30]1[NH:34][C:33]([C@@H:35]3[CH2:39][C@H:38]([CH3:40])[CH2:37][N:36]3[C:41](=[O:51])[C@@H:42]([NH:46][C:47](=[O:50])[O:48][CH3:49])[CH:43]([CH3:45])[CH3:44])=[N:32][CH:31]=1)=[CH:24][CH:23]=2)=[O:59])=[O:55], predict the reactants needed to synthesize it. (2) Given the product [Cl:1][C:2]1[CH:3]=[C:4]([C:12]2[O:16][N:15]=[C:14]([C:17]3[CH:18]=[C:19]4[C:23](=[CH:24][CH:25]=3)[N:22]([CH2:26][CH2:27][C:28]([OH:30])=[O:29])[CH:21]=[CH:20]4)[N:13]=2)[CH:5]=[CH:6][C:7]=1[O:8][CH:9]([CH3:11])[CH3:10], predict the reactants needed to synthesize it. The reactants are: [Cl:1][C:2]1[CH:3]=[C:4]([C:12]2[O:16][N:15]=[C:14]([C:17]3[CH:18]=[C:19]4[C:23](=[CH:24][CH:25]=3)[N:22]([CH2:26][CH2:27][C:28]([O:30]CC)=[O:29])[CH:21]=[CH:20]4)[N:13]=2)[CH:5]=[CH:6][C:7]=1[O:8][CH:9]([CH3:11])[CH3:10].[OH-].[Na+]. (3) The reactants are: [CH3:1][C@H:2]1[C@@:6]([CH2:8][CH2:9][CH3:10])([OH:7])[CH2:5][CH2:4][NH:3]1.F[C:12]1[CH:19]=[CH:18][C:15]([C:16]#[N:17])=[CH:14][C:13]=1[C:20]([F:23])([F:22])[F:21].C(=O)([O-])[O-].[Li+].[Li+]. Given the product [OH:7][C@@:6]1([CH2:8][CH2:9][CH3:10])[CH2:5][CH2:4][N:3]([C:12]2[CH:19]=[CH:18][C:15]([C:16]#[N:17])=[CH:14][C:13]=2[C:20]([F:21])([F:23])[F:22])[C@H:2]1[CH3:1], predict the reactants needed to synthesize it. (4) Given the product [CH3:1][O:2][C:3](=[O:33])[CH2:4][CH2:5][CH2:6][CH2:7][O:8][C:9]1[C:10]([NH:32][S:41]([C:38]2[CH:39]=[CH:40][C:35]([Cl:34])=[CH:36][CH:37]=2)(=[O:43])=[O:42])=[CH:11][C:12]2[N:16]=[C:15]([C:17]3[CH:22]=[CH:21][CH:20]=[CH:19][CH:18]=3)[N:14]([C:23]3[CH:24]=[CH:25][C:26]([O:29][CH3:30])=[CH:27][CH:28]=3)[C:13]=2[CH:31]=1, predict the reactants needed to synthesize it. The reactants are: [CH3:1][O:2][C:3](=[O:33])[CH2:4][CH2:5][CH2:6][CH2:7][O:8][C:9]1[C:10]([NH2:32])=[CH:11][C:12]2[N:16]=[C:15]([C:17]3[CH:22]=[CH:21][CH:20]=[CH:19][CH:18]=3)[N:14]([C:23]3[CH:28]=[CH:27][C:26]([O:29][CH3:30])=[CH:25][CH:24]=3)[C:13]=2[CH:31]=1.[Cl:34][C:35]1[CH:40]=[CH:39][C:38]([S:41](Cl)(=[O:43])=[O:42])=[CH:37][CH:36]=1. (5) Given the product [N:54]1([C:2]2[CH:3]=[C:4]3[C:12](=[CH:13][CH:14]=2)[NH:11][C:10]2[CH:9]([CH:22]4[CH2:27][CH2:26][O:25][CH2:24][CH2:23]4)[N:8]([C:28]([O:30][C:31]([CH3:34])([CH3:33])[CH3:32])=[O:29])[CH:7]([C:35]4[NH:36][CH:37]=[C:38]([C:40]5[CH:41]=[CH:42][C:43]([F:46])=[CH:44][CH:45]=5)[N:39]=4)[CH2:6][C:5]3=2)[CH:58]=[CH:57][CH:56]=[N:55]1, predict the reactants needed to synthesize it. The reactants are: Br[C:2]1[CH:3]=[C:4]2[C:12](=[CH:13][CH:14]=1)[N:11](C(OC(C)(C)C)=O)[C:10]1[CH:9]([CH:22]3[CH2:27][CH2:26][O:25][CH2:24][CH2:23]3)[N:8]([C:28]([O:30][C:31]([CH3:34])([CH3:33])[CH3:32])=[O:29])[CH:7]([C:35]3[N:36](C(OC(C)(C)C)=O)[CH:37]=[C:38]([C:40]4[CH:45]=[CH:44][C:43]([F:46])=[CH:42][CH:41]=4)[N:39]=3)[CH2:6][C:5]2=1.[NH:54]1[CH:58]=[CH:57][CH:56]=[N:55]1.C(=O)([O-])[O-].[K+].[K+].